This data is from Forward reaction prediction with 1.9M reactions from USPTO patents (1976-2016). The task is: Predict the product of the given reaction. (1) Given the reactants C(CC[O:5][P:6]([O-])([O-:8])=[O:7])#N.[NH+]1C=CC=CC=1.[NH+]1C=CC=CC=1.C[O:23][C:24](=[O:50])[C@H:25]([CH2:48][OH:49])[NH:26][C:27](=[O:47])[CH2:28][CH2:29][CH2:30]/[CH:31]=[CH:32]\[CH2:33]/[CH:34]=[CH:35]\[CH2:36]/[CH:37]=[CH:38]\[CH2:39]/[CH:40]=[CH:41]\[CH2:42][CH2:43][CH2:44][CH2:45][CH3:46].C1(N=C=NC2CCCCC2)CCCCC1.Cl, predict the reaction product. The product is: [C:27]([NH:26][C@H:25]([C:24]([OH:23])=[O:50])[CH2:48][O:49][P:6]([OH:8])([OH:7])=[O:5])(=[O:47])[CH2:28][CH2:29][CH2:30]/[CH:31]=[CH:32]\[CH2:33][CH:34]=[CH:35][CH2:36][CH:37]=[CH:38][CH2:39][CH:40]=[CH:41][CH2:42][CH2:43][CH2:44][CH2:45][CH3:46]. (2) The product is: [CH:19]([N:10]([C:11]([CH:13]1[CH2:17][CH:16]=[C:15]([CH3:18])[CH2:14]1)=[O:12])[C:9]1[CH:8]=[C:7]([C:22]2[CH:27]=[CH:26][CH:25]=[CH:24][CH:23]=2)[S:6][C:5]=1[C:3]([OH:4])=[O:2])([CH3:21])[CH3:20]. Given the reactants C[O:2][C:3]([C:5]1[S:6][C:7]([C:22]2[CH:27]=[CH:26][CH:25]=[CH:24][CH:23]=2)=[CH:8][C:9]=1[N:10]([CH:19]([CH3:21])[CH3:20])[C:11]([CH:13]1[CH2:17][CH:16]=[C:15]([CH3:18])[CH2:14]1)=[O:12])=[O:4].O[Li].O, predict the reaction product.